Dataset: CYP2C19 inhibition data for predicting drug metabolism from PubChem BioAssay. Task: Regression/Classification. Given a drug SMILES string, predict its absorption, distribution, metabolism, or excretion properties. Task type varies by dataset: regression for continuous measurements (e.g., permeability, clearance, half-life) or binary classification for categorical outcomes (e.g., BBB penetration, CYP inhibition). Dataset: cyp2c19_veith. (1) The drug is CCCc1cc(=O)[nH]c(SCC)n1. The result is 0 (non-inhibitor). (2) The compound is O=C(c1csnn1)N1CCC2(CC1)CN(c1ccccn1)C2. The result is 0 (non-inhibitor). (3) The drug is O=C(CNC(=O)c1cccs1)NCC(=O)OCc1ccc(Cl)cc1Cl. The result is 1 (inhibitor). (4) The molecule is O=c1oc2c(CN3CCOCC3)c(O)ccc2c2ccccc12. The result is 1 (inhibitor).